Dataset: Forward reaction prediction with 1.9M reactions from USPTO patents (1976-2016). Task: Predict the product of the given reaction. (1) The product is: [C:37]([O:40][C:41](=[O:42])[N:27]([CH2:16][CH2:15][C:10]1[CH:11]=[CH:12][C:13]([Cl:14])=[C:8]([C:7]([CH3:23])([CH3:22])[O:6][SiH2:5][C:1]([CH3:4])([CH3:3])[CH3:2])[CH:9]=1)[CH2:26][CH:25]([F:28])[F:24])([CH3:39])([CH3:38])[CH3:36]. Given the reactants [C:1]([SiH2:5][O:6][C:7]([CH3:23])([CH3:22])[C:8]1[CH:9]=[C:10]([CH2:15][CH2:16]OS(C)(=O)=O)[CH:11]=[CH:12][C:13]=1[Cl:14])([CH3:4])([CH3:3])[CH3:2].[F:24][CH:25]([F:28])[CH2:26][NH2:27].CCN(CC)CC.[CH3:36][C:37]([O:40][C:41](O[C:41]([O:40][C:37]([CH3:39])([CH3:38])[CH3:36])=[O:42])=[O:42])([CH3:39])[CH3:38], predict the reaction product. (2) Given the reactants Cl.[Cl:2][C:3]1[C:7]([Cl:8])=[C:6]([CH3:9])[NH:5][C:4]=1[C:10]([NH:12][C@@H:13]1[CH2:18][CH2:17][NH:16][CH2:15][C@@H:14]1[O:19][CH3:20])=[O:11].Cl[C:22]1[S:23][C:24]([C:33]([O:35][CH2:36][CH3:37])=[O:34])=[C:25]([C:27]2[N:32]=[CH:31][CH:30]=[CH:29][N:28]=2)[N:26]=1.C(=O)(O)[O-].[Na+].C(O)(=O)CC(CC(O)=O)(C(O)=O)O, predict the reaction product. The product is: [Cl:2][C:3]1[C:7]([Cl:8])=[C:6]([CH3:9])[NH:5][C:4]=1[C:10]([NH:12][C@@H:13]1[CH2:18][CH2:17][N:16]([C:22]2[S:23][C:24]([C:33]([O:35][CH2:36][CH3:37])=[O:34])=[C:25]([C:27]3[N:32]=[CH:31][CH:30]=[CH:29][N:28]=3)[N:26]=2)[CH2:15][C@@H:14]1[O:19][CH3:20])=[O:11]. (3) Given the reactants N(C(OCC)=O)=NC(OCC)=O.[CH2:13]([Sn:17]([CH2:28][CH2:29][CH2:30][CH3:31])([CH2:24][CH2:25][CH2:26][CH3:27])[C:18]1[CH2:22][CH2:21][CH:20](O)[CH:19]=1)[CH2:14][CH2:15][CH3:16].[C:32]1(=[O:42])[NH:36][C:35](=[O:37])[C:34]2=[CH:38][CH:39]=[CH:40][CH:41]=[C:33]12.C1(P(C2C=CC=CC=2)C2C=CC=CC=2)C=CC=CC=1, predict the reaction product. The product is: [CH2:13]([Sn:17]([CH2:28][CH2:29][CH2:30][CH3:31])([CH2:24][CH2:25][CH2:26][CH3:27])[C:18]1[CH2:22][CH2:21][CH:20]([N:36]2[C:35](=[O:37])[C:34]3=[CH:38][CH:39]=[CH:40][CH:41]=[C:33]3[C:32]2=[O:42])[CH:19]=1)[CH2:14][CH2:15][CH3:16]. (4) Given the reactants [O:1]=[C:2]1[NH:7][C:6](=[O:8])[CH:5]([CH:9]=O)[C:4](=[O:11])[NH:3]1.[N+:12]([C:15]1[CH:20]=[CH:19][C:18]([NH:21][NH2:22])=[CH:17][CH:16]=1)([O-:14])=[O:13], predict the reaction product. The product is: [N+:12]([C:15]1[CH:16]=[CH:17][C:18]([NH:21]/[N:22]=[CH:9]/[CH:5]2[C:6](=[O:8])[NH:7][C:2](=[O:1])[NH:3][C:4]2=[O:11])=[CH:19][CH:20]=1)([O-:14])=[O:13].